From a dataset of Forward reaction prediction with 1.9M reactions from USPTO patents (1976-2016). Predict the product of the given reaction. (1) Given the reactants CCN(C(C)C)C(C)C.Cl.Cl.[N:12]1([C:18]2[CH:23]=[CH:22][N:21]=[C:20]3[NH:24][N:25]=[C:26]([O:27][CH2:28][CH2:29][OH:30])[C:19]=23)[CH2:17][CH2:16][NH:15][CH2:14][CH2:13]1.[C:31]([O:35][C:36]([N:38]([CH:51]([CH3:53])[CH3:52])[CH2:39][C@H:40]([C:44]1[CH:49]=[CH:48][C:47]([Cl:50])=[CH:46][CH:45]=1)[C:41](O)=[O:42])=[O:37])([CH3:34])([CH3:33])[CH3:32].CN(C(ON1N=NC2C=CC=CC1=2)=[N+](C)C)C.[B-](F)(F)(F)F, predict the reaction product. The product is: [Cl:50][C:47]1[CH:48]=[CH:49][C:44]([C@H:40]([C:41]([N:15]2[CH2:16][CH2:17][N:12]([C:18]3[CH:23]=[CH:22][N:21]=[C:20]4[NH:24][N:25]=[C:26]([O:27][CH2:28][CH2:29][OH:30])[C:19]=34)[CH2:13][CH2:14]2)=[O:42])[CH2:39][N:38]([CH:51]([CH3:52])[CH3:53])[C:36](=[O:37])[O:35][C:31]([CH3:33])([CH3:32])[CH3:34])=[CH:45][CH:46]=1. (2) Given the reactants C[O:2][C:3](=[O:32])[CH2:4][C@H:5]1[C:9]2[CH:10]=[CH:11][C:12]([O:14][C@H:15]3[C:23]4[C:18](=[C:19]([C:25]5[C:26](F)=[N:27][CH:28]=[CH:29][CH:30]=5)[CH:20]=[CH:21][C:22]=4[F:24])[CH2:17][CH2:16]3)=[CH:13][C:8]=2[O:7][CH2:6]1.[O:33]1[CH2:39][CH2:38][CH2:37][NH:36][CH2:35][CH2:34]1, predict the reaction product. The product is: [F:24][C:22]1[CH:21]=[CH:20][C:19]([C:25]2[C:26]([N:36]3[CH2:37][CH2:38][CH2:39][O:33][CH2:34][CH2:35]3)=[N:27][CH:28]=[CH:29][CH:30]=2)=[C:18]2[C:23]=1[C@H:15]([O:14][C:12]1[CH:11]=[CH:10][C:9]3[C@H:5]([CH2:4][C:3]([OH:2])=[O:32])[CH2:6][O:7][C:8]=3[CH:13]=1)[CH2:16][CH2:17]2. (3) The product is: [I:1][C:2]1[N:6]=[C:5]([CH3:8])[N:4]([CH3:12])[C:3]=1[N+:9]([O-:11])=[O:10]. Given the reactants [I:1][C:2]1[N:6](C)[C:5]([CH3:8])=[N:4][C:3]=1[N+:9]([O-:11])=[O:10].[CH3:12]O, predict the reaction product. (4) Given the reactants Cl[C:2]1[CH:3]=[CH:4][C:5]2[C:11]3[N:12]([CH2:22][C:23]4[CH:28]=[CH:27][C:26]([O:29][CH3:30])=[CH:25][C:24]=4[O:31][CH3:32])[C:13](=[O:21])[C:14]([C:17]([O:19]C)=[O:18])=[C:15]([OH:16])[C:10]=3[CH2:9][CH2:8][N:7]([CH3:33])[C:6]=2[CH:34]=1.CC([O-])(C)C.[Na+].C1(C)C=CC=CC=1.[NH:48]1[CH2:52][CH2:51][CH2:50][CH2:49]1, predict the reaction product. The product is: [CH3:32][O:31][C:24]1[CH:25]=[C:26]([O:29][CH3:30])[CH:27]=[CH:28][C:23]=1[CH2:22][N:12]1[C:11]2[C:5]3[CH:4]=[CH:3][C:2]([N:48]4[CH2:52][CH2:51][CH2:50][CH2:49]4)=[CH:34][C:6]=3[N:7]([CH3:33])[CH2:8][CH2:9][C:10]=2[C:15]([OH:16])=[C:14]([C:17]([OH:19])=[O:18])[C:13]1=[O:21]. (5) Given the reactants [CH3:1][NH:2][S:3]([C:6]1[CH:7]=[C:8]2[C:12](=[CH:13][CH:14]=1)[NH:11][C:10](=[O:15])[CH2:9]2)(=[O:5])=[O:4].C[N:17]1[CH2:22][CH2:21][C:20]2=[C:23]([CH:26]=O)[NH:24][CH:25]=[C:19]2[C:18]1=[O:28].N1CCCCC1, predict the reaction product. The product is: [CH3:1][NH:2][S:3]([C:6]1[CH:7]=[C:8]2[C:12](=[CH:13][CH:14]=1)[NH:11][C:10](=[O:15])[C:9]2=[CH:26][C:23]1[NH:24][CH:25]=[C:19]2[C:20]=1[CH2:21][CH2:22][NH:17][C:18]2=[O:28])(=[O:5])=[O:4]. (6) Given the reactants [CH3:1][C:2]1[N:7]=[C:6]([OH:8])[C:5]([N+:9]([O-:11])=[O:10])=[C:4]([OH:12])[N:3]=1.[CH:13](=O)[C:14]1[CH:19]=[CH:18][CH:17]=[CH:16][CH:15]=1.N1CCCCC1.CO, predict the reaction product. The product is: [N+:9]([C:5]1[C:6]([OH:8])=[N:7][C:2](/[CH:1]=[CH:13]/[C:14]2[CH:19]=[CH:18][CH:17]=[CH:16][CH:15]=2)=[N:3][C:4]=1[OH:12])([O-:11])=[O:10]. (7) Given the reactants [CH3:1][N:2]1[C:6]2[CH:7]=[CH:8][C:9]([C:11](=O)[CH2:12][CH3:13])=[CH:10][C:5]=2[N:4]=[CH:3]1.[Cl:15][CH2:16][CH2:17][O:18][C:19]1[CH:24]=[CH:23][C:22]([C:25]([C:27]2[CH:32]=[CH:31][C:30]([OH:33])=[CH:29][CH:28]=2)=O)=[CH:21][CH:20]=1, predict the reaction product. The product is: [Cl:15][CH2:16][CH2:17][O:18][C:19]1[CH:24]=[CH:23][C:22](/[C:25](/[C:27]2[CH:32]=[CH:31][C:30]([OH:33])=[CH:29][CH:28]=2)=[C:11](\[C:9]2[CH:8]=[CH:7][C:6]3[N:2]([CH3:1])[CH:3]=[N:4][C:5]=3[CH:10]=2)/[CH2:12][CH3:13])=[CH:21][CH:20]=1. (8) The product is: [Cl:1][C:2]1[N:7]2[CH:8]=[CH:9][N:10]=[C:6]2[C:5]([O:11][CH2:12][C@@H:13]2[CH2:18][CH2:17][CH2:16][N:15]([CH2:19][CH3:35])[CH2:14]2)=[N:4][C:3]=1[C:26]1[CH:31]=[CH:30][C:29]([C:32]#[N:33])=[CH:28][CH:27]=1. Given the reactants [Cl:1][C:2]1[N:7]2[CH:8]=[CH:9][N:10]=[C:6]2[C:5]([O:11][CH2:12][C@@H:13]2[CH2:18][CH2:17][CH2:16][N:15]([C:19](OC(C)(C)C)=O)[CH2:14]2)=[N:4][C:3]=1[C:26]1[CH:31]=[CH:30][C:29]([C:32]#[N:33])=[CH:28][CH:27]=1.F[C:35](F)(F)C(O)=O.C(=O)C.C(O[BH-](OC(=O)C)OC(=O)C)(=O)C.[Na+], predict the reaction product. (9) Given the reactants [C:1]1([C@@H:7]2[CH2:9][O:8]2)[CH:6]=[CH:5][CH:4]=[CH:3][CH:2]=1.[CH2:10]([O:12][C:13]([N:15]1[CH2:20][CH2:19][NH:18][CH2:17][CH2:16]1)=[O:14])[CH3:11], predict the reaction product. The product is: [CH2:10]([O:12][C:13]([N:15]1[CH2:16][CH2:17][N:18]([C@@H:7]([C:1]2[CH:6]=[CH:5][CH:4]=[CH:3][CH:2]=2)[CH2:9][OH:8])[CH2:19][CH2:20]1)=[O:14])[CH3:11].